Dataset: Forward reaction prediction with 1.9M reactions from USPTO patents (1976-2016). Task: Predict the product of the given reaction. (1) Given the reactants [N+:1]([C:4]1[CH:5]=[CH:6][C:7]2[O:13][CH2:12][CH2:11][CH2:10][N:9]([C:14](=[O:16])[CH3:15])[C:8]=2[CH:17]=1)([O-])=O, predict the reaction product. The product is: [NH2:1][C:4]1[CH:5]=[CH:6][C:7]2[O:13][CH2:12][CH2:11][CH2:10][N:9]([C:14](=[O:16])[CH3:15])[C:8]=2[CH:17]=1. (2) Given the reactants [OH:1][N:2]1[C:6](=[O:7])[CH2:5][CH2:4][C:3]1=[O:8].C(N=C=NC(C)C)(C)C.[F:18][C:19]1[CH:20]=[CH:21][C:22]2[N:23]([C:25]([C:28]3[N:33]=[C:32]([NH:34][C@@H:35]4[CH2:40][CH2:39][CH2:38][N:37]([C:41]([CH3:46])([CH3:45])[C:42](O)=[O:43])[CH2:36]4)[CH:31]=[CH:30][N:29]=3)=[CH:26][N:27]=2)[CH:24]=1.O, predict the reaction product. The product is: [F:18][C:19]1[CH:20]=[CH:21][C:22]2[N:23]([C:25]([C:28]3[N:33]=[C:32]([NH:34][C@@H:35]4[CH2:40][CH2:39][CH2:38][N:37]([C:41]([CH3:46])([CH3:45])[C:42]([O:1][N:2]5[C:6](=[O:7])[CH2:5][CH2:4][C:3]5=[O:8])=[O:43])[CH2:36]4)[CH:31]=[CH:30][N:29]=3)=[CH:26][N:27]=2)[CH:24]=1. (3) Given the reactants [C:1]1([C:7]2[N:11]([CH2:12][C:13]([OH:15])=O)[C:10]3[CH:16]=[CH:17][CH:18]=[CH:19][C:9]=3[N:8]=2)[CH:6]=[CH:5][CH:4]=[CH:3][CH:2]=1.[C:20]([C:24]1[CH:25]=[C:26]([CH:28]=[C:29]([C:31]([CH3:34])([CH3:33])[CH3:32])[CH:30]=1)[NH2:27])([CH3:23])([CH3:22])[CH3:21].F[P-](F)(F)(F)(F)F.N1(OC(N(C)C)=[N+](C)C)C2N=CC=CC=2N=N1.C(N(CC)CC)C, predict the reaction product. The product is: [C:31]([C:29]1[CH:28]=[C:26]([NH:27][C:13](=[O:15])[CH2:12][N:11]2[C:10]3[CH:16]=[CH:17][CH:18]=[CH:19][C:9]=3[N:8]=[C:7]2[C:1]2[CH:2]=[CH:3][CH:4]=[CH:5][CH:6]=2)[CH:25]=[C:24]([C:20]([CH3:23])([CH3:22])[CH3:21])[CH:30]=1)([CH3:34])([CH3:33])[CH3:32]. (4) Given the reactants Cl.[CH:2]1([CH2:5][O:6][C:7]2[CH:12]=[C:11]([O:13][CH3:14])[CH:10]=[CH:9][C:8]=2[C:15]2[C:16]3[NH:23][C:22]([CH3:24])=[C:21]([C:25]([NH:27][C@H:28]4[C@H:32]([OH:33])[CH2:31][NH:30][CH2:29]4)=[O:26])[C:17]=3[N:18]=[CH:19][N:20]=2)[CH2:4][CH2:3]1.[CH3:34][O:35][CH2:36][C:37](Cl)=[O:38], predict the reaction product. The product is: [CH:2]1([CH2:5][O:6][C:7]2[CH:12]=[C:11]([O:13][CH3:14])[CH:10]=[CH:9][C:8]=2[C:15]2[C:16]3[NH:23][C:22]([CH3:24])=[C:21]([C:25]([NH:27][C@H:28]4[C@H:32]([OH:33])[CH2:31][N:30]([C:37](=[O:38])[CH2:36][O:35][CH3:34])[CH2:29]4)=[O:26])[C:17]=3[N:18]=[CH:19][N:20]=2)[CH2:4][CH2:3]1. (5) Given the reactants Br[C:2](Br)=[CH:3][C:4]1[CH:9]=[CH:8][C:7]([F:10])=[CH:6][C:5]=1[NH2:11].[C:13]1(B(O)O)[CH:18]=[CH:17][CH:16]=[CH:15][CH:14]=1.[O-]P([O-])([O-])=O.[K+].[K+].[K+].O, predict the reaction product. The product is: [F:10][C:7]1[CH:6]=[C:5]2[C:4]([CH:3]=[C:2]([C:13]3[CH:18]=[CH:17][CH:16]=[CH:15][CH:14]=3)[NH:11]2)=[CH:9][CH:8]=1.